This data is from Full USPTO retrosynthesis dataset with 1.9M reactions from patents (1976-2016). The task is: Predict the reactants needed to synthesize the given product. (1) Given the product [N:7]1([CH2:11][C@@H:12]([NH:16][CH3:17])[CH2:13][CH2:14][CH3:15])[CH2:10][CH2:9][CH2:8]1, predict the reactants needed to synthesize it. The reactants are: [H-].[H-].[H-].[H-].[Li+].[Al+3].[N:7]1([C:11](=O)[C@@H:12]([NH:16][C:17](=O)OC(C)(C)C)[CH2:13][CH2:14][CH3:15])[CH2:10][CH2:9][CH2:8]1.O.[OH-].[Na+]. (2) Given the product [CH3:1][O:2][C:3]1[C:4]2[N:5]([N:15]=[CH:16][C:17]=2[CH2:18][NH:20][C:21]2[CH:22]=[N:23][CH:24]=[CH:25][CH:26]=2)[CH:6]=[C:7]([C:9]2[CH:10]=[N:11][N:12]([CH3:14])[CH:13]=2)[CH:8]=1, predict the reactants needed to synthesize it. The reactants are: [CH3:1][O:2][C:3]1[C:4]2[N:5]([N:15]=[CH:16][C:17]=2[CH:18]=O)[CH:6]=[C:7]([C:9]2[CH:10]=[N:11][N:12]([CH3:14])[CH:13]=2)[CH:8]=1.[NH2:20][C:21]1[CH:22]=[N:23][CH:24]=[CH:25][CH:26]=1.C(O)(=O)C.C(O[BH-](OC(=O)C)OC(=O)C)(=O)C.[Na+]. (3) Given the product [CH3:15][N:14]([CH3:16])[CH2:13][CH2:12][CH2:11][C:5]1[C:4]2[C:8](=[CH:9][CH:10]=[C:2]([NH2:39])[CH:3]=2)[NH:7][CH:6]=1, predict the reactants needed to synthesize it. The reactants are: Br[C:2]1[CH:3]=[C:4]2[C:8](=[CH:9][CH:10]=1)[NH:7][CH:6]=[C:5]2[CH2:11][CH2:12][CH2:13][N:14]([CH3:16])[CH3:15].C(P(C(C)(C)C)C(C)(C)C)(C)(C)C.C[Si](C)(C)[Si](C)(C)C.[Li].[NH3:39]. (4) Given the product [Cl:1][C:2]1[N:10]=[CH:9][N:8]=[C:7]2[C:3]=1[N:4]=[CH:5][N:6]2[CH3:11], predict the reactants needed to synthesize it. The reactants are: [Cl:1][C:2]1[N:10]=[CH:9][N:8]=[C:7]2[C:3]=1[N:4]=[CH:5][NH:6]2.[CH3:11]S(C)=O.C([O-])([O-])=O.[K+].[K+].CI.